This data is from NCI-60 drug combinations with 297,098 pairs across 59 cell lines. The task is: Regression. Given two drug SMILES strings and cell line genomic features, predict the synergy score measuring deviation from expected non-interaction effect. (1) Drug 1: C1=NC(=NC(=O)N1C2C(C(C(O2)CO)O)O)N. Drug 2: CCCCC(=O)OCC(=O)C1(CC(C2=C(C1)C(=C3C(=C2O)C(=O)C4=C(C3=O)C=CC=C4OC)O)OC5CC(C(C(O5)C)O)NC(=O)C(F)(F)F)O. Cell line: LOX IMVI. Synergy scores: CSS=41.3, Synergy_ZIP=-3.79, Synergy_Bliss=-5.04, Synergy_Loewe=-10.2, Synergy_HSA=-3.23. (2) Drug 1: CCC1(CC2CC(C3=C(CCN(C2)C1)C4=CC=CC=C4N3)(C5=C(C=C6C(=C5)C78CCN9C7C(C=CC9)(C(C(C8N6C)(C(=O)OC)O)OC(=O)C)CC)OC)C(=O)OC)O.OS(=O)(=O)O. Drug 2: C1=NC2=C(N1)C(=S)N=CN2. Cell line: MDA-MB-435. Synergy scores: CSS=40.9, Synergy_ZIP=0.612, Synergy_Bliss=2.26, Synergy_Loewe=2.89, Synergy_HSA=2.83. (3) Drug 1: CC1=C(C=C(C=C1)NC(=O)C2=CC=C(C=C2)CN3CCN(CC3)C)NC4=NC=CC(=N4)C5=CN=CC=C5. Drug 2: CC1=C2C(C(=O)C3(C(CC4C(C3C(C(C2(C)C)(CC1OC(=O)C(C(C5=CC=CC=C5)NC(=O)OC(C)(C)C)O)O)OC(=O)C6=CC=CC=C6)(CO4)OC(=O)C)O)C)O. Cell line: SR. Synergy scores: CSS=13.7, Synergy_ZIP=13.5, Synergy_Bliss=15.1, Synergy_Loewe=12.9, Synergy_HSA=13.3. (4) Drug 1: C1CC(=O)NC(=O)C1N2CC3=C(C2=O)C=CC=C3N. Drug 2: C1=NC2=C(N1)C(=S)N=CN2. Cell line: RPMI-8226. Synergy scores: CSS=14.5, Synergy_ZIP=-10.2, Synergy_Bliss=-17.9, Synergy_Loewe=-15.6, Synergy_HSA=-15.4. (5) Drug 1: CC1=CC=C(C=C1)C2=CC(=NN2C3=CC=C(C=C3)S(=O)(=O)N)C(F)(F)F. Drug 2: C1=CN(C=N1)CC(O)(P(=O)(O)O)P(=O)(O)O. Cell line: HCT116. Synergy scores: CSS=0.849, Synergy_ZIP=-2.50, Synergy_Bliss=-5.93, Synergy_Loewe=-5.73, Synergy_HSA=-6.93. (6) Drug 1: CC12CCC(CC1=CCC3C2CCC4(C3CC=C4C5=CN=CC=C5)C)O. Drug 2: C1CC(=O)NC(=O)C1N2CC3=C(C2=O)C=CC=C3N. Cell line: A498. Synergy scores: CSS=-0.410, Synergy_ZIP=4.77, Synergy_Bliss=-0.977, Synergy_Loewe=-3.08, Synergy_HSA=-3.03. (7) Drug 1: C1CN1C2=NC(=NC(=N2)N3CC3)N4CC4. Drug 2: CC1C(C(CC(O1)OC2CC(CC3=C2C(=C4C(=C3O)C(=O)C5=CC=CC=C5C4=O)O)(C(=O)C)O)N)O. Cell line: M14. Synergy scores: CSS=45.8, Synergy_ZIP=-3.69, Synergy_Bliss=1.98, Synergy_Loewe=-14.7, Synergy_HSA=4.44. (8) Drug 2: CC1=C(C=C(C=C1)C(=O)NC2=CC(=CC(=C2)C(F)(F)F)N3C=C(N=C3)C)NC4=NC=CC(=N4)C5=CN=CC=C5. Cell line: RPMI-8226. Drug 1: CC12CCC(CC1=CCC3C2CCC4(C3CC=C4C5=CN=CC=C5)C)O. Synergy scores: CSS=28.2, Synergy_ZIP=3.69, Synergy_Bliss=4.32, Synergy_Loewe=-1.87, Synergy_HSA=-0.540. (9) Drug 1: CCN(CC)CCCC(C)NC1=C2C=C(C=CC2=NC3=C1C=CC(=C3)Cl)OC. Drug 2: CC(C)NC(=O)C1=CC=C(C=C1)CNNC.Cl. Cell line: SNB-75. Synergy scores: CSS=1.74, Synergy_ZIP=0.0429, Synergy_Bliss=0.247, Synergy_Loewe=-6.03, Synergy_HSA=-3.74. (10) Drug 2: N.N.Cl[Pt+2]Cl. Synergy scores: CSS=17.8, Synergy_ZIP=-3.28, Synergy_Bliss=2.50, Synergy_Loewe=0.884, Synergy_HSA=0.754. Cell line: SNB-75. Drug 1: C1CCC(CC1)NC(=O)N(CCCl)N=O.